From a dataset of Full USPTO retrosynthesis dataset with 1.9M reactions from patents (1976-2016). Predict the reactants needed to synthesize the given product. (1) Given the product [CH3:54][N:55]([CH:56]1[CH2:57][CH2:58][N:59]([C:62]2[CH:63]=[CH:64][N:65]=[CH:66][CH:67]=2)[CH2:60][CH2:61]1)[C:51]([C:48]1[CH:49]=[C:50]2[C:45]([CH2:44][CH2:43][C@H:42]2[NH:41][C:39](=[O:40])[O:38][C:34]([CH3:35])([CH3:36])[CH3:37])=[CH:46][CH:47]=1)=[O:53], predict the reactants needed to synthesize it. The reactants are: CN(C(ON1N=NC2C=CC=NC1=2)=[N+](C)C)C.F[P-](F)(F)(F)(F)F.CCN(C(C)C)C(C)C.[C:34]([O:38][C:39]([NH:41][C@H:42]1[C:50]2[C:45](=[CH:46][CH:47]=[C:48]([C:51]([OH:53])=O)[CH:49]=2)[CH2:44][CH2:43]1)=[O:40])([CH3:37])([CH3:36])[CH3:35].[CH3:54][NH:55][CH:56]1[CH2:61][CH2:60][N:59]([C:62]2[CH:67]=[CH:66][N:65]=[CH:64][CH:63]=2)[CH2:58][CH2:57]1. (2) Given the product [Cl:1][C:2]1[CH:3]=[CH:4][C:5]([O:20][CH2:32][C:31]2[CH:34]=[CH:35][C:28]([Cl:27])=[CH:29][C:30]=2[F:36])=[C:6]([CH2:8][C:9]2[N:14]=[C:13]([C:15]([O:17][CH2:18][CH3:19])=[O:16])[CH:12]=[CH:11][CH:10]=2)[CH:7]=1, predict the reactants needed to synthesize it. The reactants are: [Cl:1][C:2]1[CH:3]=[CH:4][C:5]([OH:20])=[C:6]([CH2:8][C:9]2[N:14]=[C:13]([C:15]([O:17][CH2:18][CH3:19])=[O:16])[CH:12]=[CH:11][CH:10]=2)[CH:7]=1.C(=O)([O-])[O-].[K+].[K+].[Cl:27][C:28]1[CH:35]=[CH:34][C:31]([CH2:32]Br)=[C:30]([F:36])[CH:29]=1. (3) Given the product [CH3:17][O:18][C:19]1[CH:24]=[CH:23][C:22]([C:10]2[C:9]([O:8][CH2:1][C:2]3[CH:7]=[CH:6][CH:5]=[CH:4][CH:3]=3)=[CH:14][CH:13]=[C:12]([CH3:15])[N:11]=2)=[CH:21][CH:20]=1, predict the reactants needed to synthesize it. The reactants are: [CH2:1]([O:8][C:9]1[C:10](I)=[N:11][C:12]([CH3:15])=[CH:13][CH:14]=1)[C:2]1[CH:7]=[CH:6][CH:5]=[CH:4][CH:3]=1.[CH3:17][O:18][C:19]1[CH:24]=[CH:23][C:22](B(O)O)=[CH:21][CH:20]=1.